Task: Predict the reactants needed to synthesize the given product.. Dataset: Full USPTO retrosynthesis dataset with 1.9M reactions from patents (1976-2016) The reactants are: C([O:3][C:4](=[O:25])[C:5]([O:15][C:16]1[CH:24]=[CH:23][C:19]2[O:20][CH2:21][O:22][C:18]=2[CH:17]=1)([CH3:14])[CH2:6][C:7]1[CH:12]=[CH:11][C:10](O)=[CH:9][CH:8]=1)C.[CH3:26][C:27]1[O:31][C:30]([C:32]2([CH3:38])[CH2:37][CH2:36][CH2:35][CH2:34][CH2:33]2)=[N:29][C:28]=1[CH2:39][CH2:40][O:41]S(C1C=CC(C)=CC=1)(=O)=O. Given the product [O:20]1[C:19]2[CH:23]=[CH:24][C:16]([O:15][C:5]([CH3:14])([CH2:6][C:7]3[CH:12]=[CH:11][C:10]([O:41][CH2:40][CH2:39][C:28]4[N:29]=[C:30]([C:32]5([CH3:38])[CH2:33][CH2:34][CH2:35][CH2:36][CH2:37]5)[O:31][C:27]=4[CH3:26])=[CH:9][CH:8]=3)[C:4]([OH:25])=[O:3])=[CH:17][C:18]=2[O:22][CH2:21]1, predict the reactants needed to synthesize it.